Dataset: Reaction yield outcomes from USPTO patents with 853,638 reactions. Task: Predict the reaction yield, written as a fraction of the theoretical maximum amount of product (1.0 means a 100% yield; for example, 0.34 means a 34% yield). (1) The reactants are [F:1][C:2]1[CH:3]=[C:4]([CH:6]=[C:7]([F:15])[C:8]=1[N:9]1[CH:13]=[N:12][C:11]([CH3:14])=[N:10]1)[NH2:5].[C:16](N1C=CC=CC1=O)([N:18]1C=CC=CC1=O)=[S:17].N. The catalyst is ClCCl. The product is [F:1][C:2]1[CH:3]=[C:4]([NH:5][C:16]([NH2:18])=[S:17])[CH:6]=[C:7]([F:15])[C:8]=1[N:9]1[CH:13]=[N:12][C:11]([CH3:14])=[N:10]1. The yield is 0.790. (2) The reactants are [Cl:1][C:2]1[CH:3]=[CH:4][C:5]2[O:9][C:8]([SH:10])=[C:7]([CH3:11])[C:6]=2[CH:12]=1.Cl[C:14]1[N:15]=[N:16][C:17]([O:20][CH3:21])=[CH:18][CH:19]=1.C(=O)([O-])[O-].[K+].[K+]. The catalyst is CN(C)C=O. The product is [Cl:1][C:2]1[CH:3]=[CH:4][C:5]2[O:9][C:8]([S:10][C:14]3[N:15]=[N:16][C:17]([O:20][CH3:21])=[CH:18][CH:19]=3)=[C:7]([CH3:11])[C:6]=2[CH:12]=1. The yield is 0.930. (3) The reactants are O[CH2:2][C:3]1[CH:12]=[N:11][C:10]2[N:9]3[CH2:13][CH2:14][CH2:15][C@H:8]3[C:7](=[O:16])[NH:6][C:5]=2[CH:4]=1.Cl.[Cl:18][C:19]1[CH:20]=[C:21]([CH:26]=[CH:27][C:28]=1[N:29]1[CH2:34][CH2:33][NH:32][CH2:31][CH2:30]1)[C:22]([NH:24][CH3:25])=[O:23].[I-].C(C[P+](C)(C)C)#N.C(N(CC)C(C)C)(C)C. The catalyst is C(#N)CC. The product is [Cl:18][C:19]1[CH:20]=[C:21]([CH:26]=[CH:27][C:28]=1[N:29]1[CH2:30][CH2:31][N:32]([CH2:2][C:3]2[CH:12]=[N:11][C:10]3[N:9]4[CH2:13][CH2:14][CH2:15][C@H:8]4[C:7](=[O:16])[NH:6][C:5]=3[CH:4]=2)[CH2:33][CH2:34]1)[C:22]([NH:24][CH3:25])=[O:23]. The yield is 0.256. (4) The reactants are [CH2:1]([C:3]1[N:7]([C:8]2[N:9]=[C:10]([N:19]3[CH2:24][CH2:23][O:22][CH2:21][CH2:20]3)[C:11]3[N:16]=[C:15]([CH:17]=O)[S:14][C:12]=3[N:13]=2)[C:6]2[CH:25]=[CH:26][CH:27]=[CH:28][C:5]=2[N:4]=1)[CH3:2].[CH3:29][C:30]1([CH3:40])[NH:35][CH2:34][CH2:33][N:32]([CH:36]2[CH2:39][O:38][CH2:37]2)[CH2:31]1.C(O[BH-](OC(=O)C)OC(=O)C)(=O)C.[Na+]. The catalyst is ClCCCl. The product is [CH3:29][C:30]1([CH3:40])[CH2:31][N:32]([CH:36]2[CH2:37][O:38][CH2:39]2)[CH2:33][CH2:34][N:35]1[CH2:17][C:15]1[S:14][C:12]2[N:13]=[C:8]([N:7]3[C:6]4[CH:25]=[CH:26][CH:27]=[CH:28][C:5]=4[N:4]=[C:3]3[CH2:1][CH3:2])[N:9]=[C:10]([N:19]3[CH2:20][CH2:21][O:22][CH2:23][CH2:24]3)[C:11]=2[N:16]=1. The yield is 0.400. (5) The reactants are [Si:1]([O:8][C@H:9]1[CH2:13][N:12]([C:14]([O:16][C:17]([CH3:20])([CH3:19])[CH3:18])=[O:15])[C@H:11](/[CH:21]=[CH:22]/[C:23]([O:25][CH2:26][CH3:27])=[O:24])[CH2:10]1)([C:4]([CH3:7])([CH3:6])[CH3:5])([CH3:3])[CH3:2]. The yield is 0.970. The product is [Si:1]([O:8][C@H:9]1[CH2:13][N:12]([C:14]([O:16][C:17]([CH3:18])([CH3:19])[CH3:20])=[O:15])[C@H:11]([CH2:21][CH2:22][C:23]([O:25][CH2:26][CH3:27])=[O:24])[CH2:10]1)([C:4]([CH3:7])([CH3:6])[CH3:5])([CH3:3])[CH3:2]. The catalyst is C(O)C.[Pd].